Dataset: Full USPTO retrosynthesis dataset with 1.9M reactions from patents (1976-2016). Task: Predict the reactants needed to synthesize the given product. (1) The reactants are: Br[C:2]1[C:11]2[C:6](=[CH:7][C:8]([O:14][CH3:15])=[C:9]([O:12][CH3:13])[CH:10]=2)[N:5]=[N:4][CH:3]=1.[N:16]1[CH:21]=[CH:20][C:19]([C:22]2[CH:23]=[C:24]3[C:28](=[CH:29][CH:30]=2)[NH:27][N:26]=[CH:25]3)=[CH:18][CH:17]=1.C(=O)([O-])[O-].[K+].[K+].CNCCNC. Given the product [CH3:13][O:12][C:9]1[CH:10]=[C:11]2[C:6](=[CH:7][C:8]=1[O:14][CH3:15])[N:5]=[N:4][CH:3]=[C:2]2[N:27]1[C:28]2[C:24](=[CH:23][C:22]([C:19]3[CH:20]=[CH:21][N:16]=[CH:17][CH:18]=3)=[CH:30][CH:29]=2)[CH:25]=[N:26]1, predict the reactants needed to synthesize it. (2) The reactants are: [H-].[Na+].[CH2:3]([OH:8])[CH2:4][CH2:5][CH:6]=[CH2:7].[CH3:9][O:10][CH:11]([O:14][CH3:15])[CH2:12]Br. Given the product [CH2:3]([O:8][CH2:12][CH:11]=[O:10])[CH2:4][CH2:5][CH:6]=[CH2:7].[CH3:9][O:10][CH:11]([O:14][CH3:15])[CH2:12][O:8][CH2:3][CH2:4][CH2:5][CH:6]=[CH2:7], predict the reactants needed to synthesize it. (3) The reactants are: [Cl:1][C:2]1[CH:7]=[CH:6][CH:5]=[CH:4][C:3]=1Br.C(=O)([O-])[O-].[Na+].[Na+].[Cl:15][C:16]1[CH:21]=[CH:20][CH:19]=[C:18]([O:22][CH3:23])[C:17]=1B(O)O. Given the product [Cl:15][C:16]1[CH:21]=[CH:20][CH:19]=[C:18]([O:22][CH3:23])[C:17]=1[C:3]1[CH:4]=[CH:5][CH:6]=[CH:7][C:2]=1[Cl:1], predict the reactants needed to synthesize it. (4) Given the product [F:31][C:27]1[CH:26]=[C:25]([CH:30]=[CH:29][CH:28]=1)[CH2:24][N:20]1[C:21]2[CH:22]=[CH:23][C:11]([C:9]([NH2:10])=[O:2])=[CH:12][C:13]=2[C:14]2[CH2:15][CH:16]([NH:32][C:33](=[O:37])[CH:34]([CH3:35])[CH3:36])[CH2:17][CH2:18][C:19]1=2, predict the reactants needed to synthesize it. The reactants are: C([O-])([O-])=[O:2].[K+].[K+].OO.[C:9]([C:11]1[CH:12]=[C:13]2[C:21](=[CH:22][CH:23]=1)[N:20]([CH2:24][C:25]1[CH:30]=[CH:29][CH:28]=[C:27]([F:31])[CH:26]=1)[C:19]1[CH2:18][CH2:17][CH:16]([NH:32][C:33](=[O:37])[CH:34]([CH3:36])[CH3:35])[CH2:15][C:14]2=1)#[N:10]. (5) Given the product [CH2:33]([O:35][C:36](=[O:46])[C@@H:37]([NH:38][C:26](=[O:27])[CH2:25][CH:22]1[CH2:23][CH2:24][N:19]([C:18]2[CH:17]=[C:16]([CH3:29])[N:15]=[C:14]3[N:10]([C:6]4[C:5]([CH3:31])=[CH:4][C:3]([Br:2])=[CH:8][C:7]=4[CH3:9])[CH:11]=[C:12]([CH3:30])[C:13]=23)[CH2:20][CH2:21]1)[CH2:39][C:40]1[CH:45]=[CH:44][CH:43]=[CH:42][CH:41]=1)[CH3:34], predict the reactants needed to synthesize it. The reactants are: Cl.[Br:2][C:3]1[CH:8]=[C:7]([CH3:9])[C:6]([N:10]2[C:14]3=[N:15][C:16]([CH3:29])=[CH:17][C:18]([N:19]4[CH2:24][CH2:23][CH:22]([CH2:25][C:26](O)=[O:27])[CH2:21][CH2:20]4)=[C:13]3[C:12]([CH3:30])=[CH:11]2)=[C:5]([CH3:31])[CH:4]=1.Cl.[CH2:33]([O:35][C:36](=[O:46])[C@H:37]([CH2:39][C:40]1[CH:45]=[CH:44][CH:43]=[CH:42][CH:41]=1)[NH2:38])[CH3:34].ON1C2C=CC=CC=2N=N1.Cl.CN(C)CCCN=C=NCC. (6) Given the product [Br:1][CH2:2][C:3]1([CH2:7][O:8][CH3:11])[CH2:6][O:5][CH2:4]1, predict the reactants needed to synthesize it. The reactants are: [Br:1][CH2:2][C:3]1([CH2:7][OH:8])[CH2:6][O:5][CH2:4]1.[H-].[Na+].[CH3:11]I.